From a dataset of Retrosynthesis with 50K atom-mapped reactions and 10 reaction types from USPTO. Predict the reactants needed to synthesize the given product. (1) Given the product CC1(NS(=O)(=O)c2ccc(Cl)c(C(=O)O)c2F)COC1, predict the reactants needed to synthesize it. The reactants are: CC1(N)COC1.O=C(O)c1c(Cl)ccc(S(=O)(=O)Cl)c1F. (2) The reactants are: CC1(C(=O)Cl)CCCCC1.CCOC(=N)c1c(F)cccc1Cl. Given the product CCOC(=NC(=O)C1(C)CCCCC1)c1c(F)cccc1Cl, predict the reactants needed to synthesize it. (3) Given the product COCCN1CCC(N(C)C2=NC(=O)C(=Cc3ccc4c(cnn4Cc4ccc(Cl)cc4C(F)(F)F)c3)S2)CC1, predict the reactants needed to synthesize it. The reactants are: CN(C1=NC(=O)C(=Cc2ccc3c(cnn3Cc3ccc(Cl)cc3C(F)(F)F)c2)S1)C1CCNCC1.COCCBr.